This data is from Peptide-MHC class I binding affinity with 185,985 pairs from IEDB/IMGT. The task is: Regression. Given a peptide amino acid sequence and an MHC pseudo amino acid sequence, predict their binding affinity value. This is MHC class I binding data. (1) The peptide sequence is CERYGFPAS. The MHC is HLA-A25:01 with pseudo-sequence HLA-A25:01. The binding affinity (normalized) is 0.0847. (2) The peptide sequence is AVNTPVSMTY. The MHC is HLA-A33:01 with pseudo-sequence HLA-A33:01. The binding affinity (normalized) is 0. (3) The peptide sequence is DYEVDEDIFR. The MHC is HLA-A33:01 with pseudo-sequence HLA-A33:01. The binding affinity (normalized) is 0.431.